From a dataset of NCI-60 drug combinations with 297,098 pairs across 59 cell lines. Regression. Given two drug SMILES strings and cell line genomic features, predict the synergy score measuring deviation from expected non-interaction effect. (1) Drug 1: C1CN(CCN1C(=O)CCBr)C(=O)CCBr. Drug 2: C1CN(P(=O)(OC1)NCCCl)CCCl. Cell line: A549. Synergy scores: CSS=22.4, Synergy_ZIP=-2.05, Synergy_Bliss=-2.24, Synergy_Loewe=-35.2, Synergy_HSA=-4.11. (2) Cell line: A498. Drug 1: CC1C(C(CC(O1)OC2CC(CC3=C2C(=C4C(=C3O)C(=O)C5=C(C4=O)C(=CC=C5)OC)O)(C(=O)C)O)N)O.Cl. Drug 2: C1C(C(OC1N2C=NC3=C(N=C(N=C32)Cl)N)CO)O. Synergy scores: CSS=8.57, Synergy_ZIP=-5.35, Synergy_Bliss=-1.94, Synergy_Loewe=-5.82, Synergy_HSA=-2.44. (3) Synergy scores: CSS=21.6, Synergy_ZIP=-5.06, Synergy_Bliss=-1.41, Synergy_Loewe=-36.4, Synergy_HSA=-2.78. Drug 2: CN(C(=O)NC(C=O)C(C(C(CO)O)O)O)N=O. Cell line: PC-3. Drug 1: C1C(C(OC1N2C=C(C(=O)NC2=O)F)CO)O. (4) Drug 1: CC(CN1CC(=O)NC(=O)C1)N2CC(=O)NC(=O)C2. Drug 2: CNC(=O)C1=NC=CC(=C1)OC2=CC=C(C=C2)NC(=O)NC3=CC(=C(C=C3)Cl)C(F)(F)F. Cell line: K-562. Synergy scores: CSS=52.9, Synergy_ZIP=-1.29, Synergy_Bliss=-1.11, Synergy_Loewe=0.467, Synergy_HSA=0.533. (5) Drug 1: CN(C)C1=NC(=NC(=N1)N(C)C)N(C)C. Drug 2: CC1=C2C(C(=O)C3(C(CC4C(C3C(C(C2(C)C)(CC1OC(=O)C(C(C5=CC=CC=C5)NC(=O)OC(C)(C)C)O)O)OC(=O)C6=CC=CC=C6)(CO4)OC(=O)C)O)C)O. Cell line: SN12C. Synergy scores: CSS=33.5, Synergy_ZIP=-7.04, Synergy_Bliss=-5.79, Synergy_Loewe=-83.6, Synergy_HSA=-6.40. (6) Drug 1: C1CCC(C1)C(CC#N)N2C=C(C=N2)C3=C4C=CNC4=NC=N3. Drug 2: CN(C)N=NC1=C(NC=N1)C(=O)N. Cell line: A549. Synergy scores: CSS=12.0, Synergy_ZIP=-3.73, Synergy_Bliss=4.00, Synergy_Loewe=-2.01, Synergy_HSA=2.47.